Dataset: Forward reaction prediction with 1.9M reactions from USPTO patents (1976-2016). Task: Predict the product of the given reaction. (1) Given the reactants [CH3:1][O:2][C:3](=[O:9])[CH2:4][CH2:5][C:6]([NH2:8])=[O:7].Br[CH2:11][C:12]([C:14]1[CH:19]=[CH:18][C:17]([C:20]([F:23])([F:22])[F:21])=[CH:16][CH:15]=1)=O, predict the reaction product. The product is: [CH3:1][O:2][C:3](=[O:9])[CH2:4][CH2:5][C:6]1[O:7][CH:11]=[C:12]([C:14]2[CH:19]=[CH:18][C:17]([C:20]([F:21])([F:22])[F:23])=[CH:16][CH:15]=2)[N:8]=1. (2) Given the reactants I[C:2]1[CH:26]=[CH:25][CH:24]=[CH:23][C:3]=1[CH2:4][O:5][NH:6][C:7](=[O:22])[C:8]1[CH:13]=[CH:12][CH:11]=[CH:10][C:9]=1[NH:14][CH2:15][C:16]1[CH:21]=[CH:20][N:19]=[CH:18][CH:17]=1.[C:27]1(/[CH:33]=[CH:34]/B(O)O)[CH:32]=[CH:31][CH:30]=[CH:29][CH:28]=1, predict the reaction product. The product is: [N:19]1[CH:20]=[CH:21][C:16]([CH2:15][NH:14][C:9]2[CH:10]=[CH:11][CH:12]=[CH:13][C:8]=2[C:7]([NH:6][O:5][CH2:4][C:3]2[CH:23]=[CH:24][CH:25]=[CH:26][C:2]=2[CH:34]=[CH:33][C:27]2[CH:32]=[CH:31][CH:30]=[CH:29][CH:28]=2)=[O:22])=[CH:17][CH:18]=1.